From a dataset of Reaction yield outcomes from USPTO patents with 853,638 reactions. Predict the reaction yield, written as a fraction of the theoretical maximum amount of product (1.0 means a 100% yield; for example, 0.34 means a 34% yield). (1) The reactants are [C:1]([O:5][C:6]([NH:8][C@@H:9]([CH2:42][C:43]1[CH:48]=[CH:47][CH:46]=[CH:45][CH:44]=1)[CH2:10][C@@H:11]1[O:15]C(C)(C)[N:13]([C:18]([O:20][CH2:21][C:22]2[CH:27]=[CH:26][CH:25]=[CH:24][CH:23]=2)=[O:19])[C@H:12]1[CH2:28][C:29]1[CH:34]=[CH:33][C:32](OC(=O)C(F)(F)F)=[CH:31][CH:30]=1)=[O:7])([CH3:4])([CH3:3])[CH3:2].[Li+].[Cl-].C([Sn](CCCC)(CCCC)[C:56]1[CH:61]=[CH:60][CH:59]=[CH:58][N:57]=1)CCC.C(N(CC)CC)C.C(OC(OC(C)(C)C)=O)(OC(C)(C)C)=O. The catalyst is CN(C=O)C.C1COCC1.Cl[Pd](Cl)([P](C1C=CC=CC=1)(C1C=CC=CC=1)C1C=CC=CC=1)[P](C1C=CC=CC=1)(C1C=CC=CC=1)C1C=CC=CC=1. The product is [C:1]([O:5][C:6]([NH:8][C@@H:9]([CH2:42][C:43]1[CH:48]=[CH:47][CH:46]=[CH:45][CH:44]=1)[CH2:10][C@H:11]([OH:15])[C@@H:12]([NH:13][C:18](=[O:19])[O:20][CH2:21][C:22]1[CH:23]=[CH:24][CH:25]=[CH:26][CH:27]=1)[CH2:28][C:29]1[CH:34]=[CH:33][C:32]([C:56]2[CH:61]=[CH:60][CH:59]=[CH:58][N:57]=2)=[CH:31][CH:30]=1)=[O:7])([CH3:4])([CH3:2])[CH3:3]. The yield is 0.250. (2) The reactants are [Br:1][C:2]1[C:11]2[C:6](=[CH:7][CH:8]=[CH:9][CH:10]=2)[CH:5]=[N:4][CH:3]=1.C1C=C(Cl)C=C(C(OO)=[O:20])C=1. The catalyst is C(Cl)(Cl)Cl. The product is [Br:1][C:2]1[C:11]2[C:6](=[CH:7][CH:8]=[CH:9][CH:10]=2)[CH:5]=[N+:4]([O-:20])[CH:3]=1. The yield is 0.940. (3) The reactants are Br[C:2]1[C:3]([O:18][CH2:19][CH3:20])=[CH:4][C:5]([O:8][CH2:9][C:10]2[CH:15]=[CH:14][C:13]([O:16][CH3:17])=[CH:12][CH:11]=2)=[N:6][CH:7]=1.[F:21][C:22]1[CH:27]=[C:26](B2OC(C)(C)C(C)(C)O2)[CH:25]=[CH:24][C:23]=1[CH2:37][C:38]([NH:40][C:41]1[O:45][N:44]=[C:43]([C:46]([CH3:52])([CH3:51])[C:47]([F:50])([F:49])[F:48])[CH:42]=1)=[O:39].C([O-])([O-])=O.[Cs+].[Cs+]. The catalyst is O.O1CCOCC1.C1C=CC(P(C2C=CC=CC=2)[C-]2C=CC=C2)=CC=1.C1C=CC(P(C2C=CC=CC=2)[C-]2C=CC=C2)=CC=1.Cl[Pd]Cl.[Fe+2]. The product is [CH2:19]([O:18][C:3]1[CH:4]=[C:5]([O:8][CH2:9][C:10]2[CH:15]=[CH:14][C:13]([O:16][CH3:17])=[CH:12][CH:11]=2)[N:6]=[CH:7][C:2]=1[C:26]1[CH:25]=[CH:24][C:23]([CH2:37][C:38]([NH:40][C:41]2[O:45][N:44]=[C:43]([C:46]([CH3:51])([CH3:52])[C:47]([F:50])([F:49])[F:48])[CH:42]=2)=[O:39])=[C:22]([F:21])[CH:27]=1)[CH3:20]. The yield is 0.330. (4) The reactants are C([O:5][CH2:6][CH2:7][C:8]1[CH:13]=[CH:12][C:11]([N:14]2[C:18]3=[N:19][C:20]([CH3:24])=[CH:21][C:22]([CH3:23])=[C:17]3[N:16]=[C:15]2[CH2:25][CH3:26])=[CH:10][CH:9]=1)(=O)CC.[Li+].[OH-]. The catalyst is CO.C1COCC1. The product is [CH2:25]([C:15]1[N:14]([C:11]2[CH:10]=[CH:9][C:8]([CH2:7][CH2:6][OH:5])=[CH:13][CH:12]=2)[C:18]2=[N:19][C:20]([CH3:24])=[CH:21][C:22]([CH3:23])=[C:17]2[N:16]=1)[CH3:26]. The yield is 0.860. (5) The reactants are ClCCl.Cl[C:5]1[C:6]([F:34])=[C:7]([CH:31]=[CH:32][CH:33]=1)[C:8]([N:10]1[CH2:15][CH2:14][N:13]([C:16]([O:18][C:19]([CH3:22])([CH3:21])[CH3:20])=[O:17])[CH2:12][CH:11]1[CH2:23][O:24][C:25]1[CH:26]=[N:27][CH:28]=[CH:29][CH:30]=1)=[O:9].C1(B(O)O)C=CC=CC=1.C(=O)([O-])[O-].[Na+].[Na+].B(O)O. The catalyst is C1(C)C=CC=CC=1.O1CCOCC1.[Pd].O. The product is [F:34][C:6]1[CH:5]=[CH:33][CH:32]=[CH:31][C:7]=1[C:8]([N:10]1[CH2:15][CH2:14][N:13]([C:16]([O:18][C:19]([CH3:21])([CH3:22])[CH3:20])=[O:17])[CH2:12][CH:11]1[CH2:23][O:24][C:25]1[CH:26]=[N:27][CH:28]=[CH:29][CH:30]=1)=[O:9]. The yield is 0.220. (6) The reactants are [CH2:1]([O:3][C:4]([C:6]1[S:10][C:9]([NH2:11])=[N:8][C:7]=1[CH3:12])=[O:5])[CH3:2].[CH3:13][S:14](Cl)(=[O:16])=[O:15]. The catalyst is ClCCl.N1C=CC=CC=1. The product is [CH2:1]([O:3][C:4]([C:6]1[S:10][C:9]([NH:11][S:14]([CH3:13])(=[O:16])=[O:15])=[N:8][C:7]=1[CH3:12])=[O:5])[CH3:2]. The yield is 0.870. (7) The reactants are [CH2:1]([N:8]([C@H:30]([CH:32]1[CH2:34][CH2:33]1)[CH3:31])[C:9](=[O:29])[CH2:10][NH:11][C:12](=[O:28])[NH:13][C@:14]1([C:24]([O:26]C)=O)[C:22]2[C:17](=[CH:18][C:19]([Br:23])=[CH:20][CH:21]=2)[CH2:16][CH2:15]1)[C:2]1[CH:7]=[CH:6][CH:5]=[CH:4][CH:3]=1.[Li+].[OH-]. The catalyst is C1COCC1. The product is [CH2:1]([N:8]([C@H:30]([CH:32]1[CH2:34][CH2:33]1)[CH3:31])[C:9](=[O:29])[CH2:10][N:11]1[C:24](=[O:26])[C@:14]2([C:22]3[C:17](=[CH:18][C:19]([Br:23])=[CH:20][CH:21]=3)[CH2:16][CH2:15]2)[NH:13][C:12]1=[O:28])[C:2]1[CH:3]=[CH:4][CH:5]=[CH:6][CH:7]=1. The yield is 0.550.